This data is from HIV replication inhibition screening data with 41,000+ compounds from the AIDS Antiviral Screen. The task is: Binary Classification. Given a drug SMILES string, predict its activity (active/inactive) in a high-throughput screening assay against a specified biological target. (1) The drug is O=C(O)CC[n+]1ccccc1.[Br-]. The result is 0 (inactive). (2) The compound is CC(=O)Nc1oc(C)nc1C#N. The result is 0 (inactive). (3) The compound is O=c1n(-c2ccccc2)c(=O)n2c(=O)n(-c3ccccc3)c(=O)n12. The result is 0 (inactive). (4) The result is 0 (inactive). The molecule is COc1cc(N=Nc2c(O)nc3ccccc3c2O)c(OC)cc1N=Nc1ccccc1. (5) The compound is CC(=O)C1C(c2ccccc2)C2(C)OC(=O)C(C#N)C12C. The result is 0 (inactive). (6) The molecule is CC1CC(C)(C)NC2(CCCC2)N1. The result is 0 (inactive). (7) The compound is COc1ccc(NC(=O)CCC(CC(=O)c2ccccc2Cl)=NNc2nnc(C)n2N)cc1. The result is 0 (inactive).